The task is: Predict which catalyst facilitates the given reaction.. This data is from Catalyst prediction with 721,799 reactions and 888 catalyst types from USPTO. Reactant: Br[C:2]1[CH:3]=[C:4]2[C:8](=[CH:9][C:10]=1[NH:11][C:12]([C:14]1[C:23](=[O:24])[C:22]3[C:17](=[CH:18][CH:19]=[CH:20][CH:21]=3)[NH:16][CH:15]=1)=[O:13])[NH:7][CH:6]=[CH:5]2.[C:25]1(B(O)O)[CH:30]=[CH:29][CH:28]=[CH:27][CH:26]=1.C([O-])([O-])=O.[K+].[K+]. Product: [O:24]=[C:23]1[C:22]2[C:17](=[CH:18][CH:19]=[CH:20][CH:21]=2)[NH:16][CH:15]=[C:14]1[C:12]([NH:11][C:10]1[CH:9]=[C:8]2[C:4]([CH:5]=[CH:6][NH:7]2)=[CH:3][C:2]=1[C:25]1[CH:30]=[CH:29][CH:28]=[CH:27][CH:26]=1)=[O:13]. The catalyst class is: 151.